This data is from Full USPTO retrosynthesis dataset with 1.9M reactions from patents (1976-2016). The task is: Predict the reactants needed to synthesize the given product. (1) Given the product [CH3:30][CH:3]1[C:2](=[O:1])[N:11]2[CH:12]3[CH2:17][CH2:16][N:15]([C:18]([O:20][CH2:21][CH3:22])=[O:19])[CH2:14][CH:13]3[C:9]3[C:10]2=[C:5]([CH:6]=[CH:7][CH:8]=3)[N:4]1[C:23]([O:25][CH2:26][CH3:27])=[O:24], predict the reactants needed to synthesize it. The reactants are: [O:1]=[C:2]1[N:11]2[CH:12]3[CH2:17][CH2:16][N:15]([C:18]([O:20][CH2:21][CH3:22])=[O:19])[CH2:14][CH:13]3[C:9]3[C:10]2=[C:5]([CH:6]=[CH:7][CH:8]=3)[N:4]([C:23]([O:25][CH2:26][CH3:27])=[O:24])[CH2:3]1.[H-].[Na+].[CH3:30]I. (2) Given the product [F:13][CH2:14][CH:15]([CH2:16][F:17])[O:18][C:2]1[CH:12]=[CH:11][C:5]([C:6]([OH:8])=[O:7])=[CH:4][N:3]=1, predict the reactants needed to synthesize it. The reactants are: Cl[C:2]1[CH:12]=[CH:11][C:5]([C:6]([O:8]CC)=[O:7])=[CH:4][N:3]=1.[F:13][CH2:14][CH:15]([OH:18])[CH2:16][F:17].[OH-].[Li+]. (3) Given the product [CH:1](=[N:9][C:10]1[CH:11]=[N:12][CH:13]=[C:14]([CH2:16][CH3:17])[CH:15]=1)[C:2]1[CH:7]=[CH:6][CH:5]=[CH:4][CH:3]=1, predict the reactants needed to synthesize it. The reactants are: [CH:1](=O)[C:2]1[CH:7]=[CH:6][CH:5]=[CH:4][CH:3]=1.[NH2:9][C:10]1[CH:11]=[N:12][CH:13]=[C:14]([CH2:16][CH3:17])[CH:15]=1. (4) Given the product [O:1]([CH2:8][CH2:9][CH2:10][CH2:11][CH2:12][CH2:13][CH2:14][CH2:15][CH2:16][CH2:17][CH2:18][CH2:19][CH2:20][CH2:21][CH2:22][CH2:23][CH2:24][CH2:25][P:26](=[O:27])([OH:31])[OH:29])[C:2]1[CH:3]=[CH:4][CH:5]=[CH:6][CH:7]=1, predict the reactants needed to synthesize it. The reactants are: [O:1]([CH2:8][CH2:9][CH2:10][CH2:11][CH2:12][CH2:13][CH2:14][CH2:15][CH2:16][CH2:17][CH2:18][CH2:19][CH2:20][CH2:21][CH2:22][CH2:23][CH2:24][CH2:25][P:26](=[O:31])([O:29]C)[O:27]C)[C:2]1[CH:7]=[CH:6][CH:5]=[CH:4][CH:3]=1.Cl. (5) Given the product [N:1]1([S:7]([C:10]2[CH:11]=[CH:12][C:13]([C:14]([N:19]3[CH2:23][CH2:22][CH2:21][C@H:20]3[CH2:24][N:25]3[CH2:29][CH2:28][CH2:27][CH2:26]3)=[O:16])=[CH:17][CH:18]=2)(=[O:8])=[O:9])[CH2:2][CH2:3][O:4][CH2:5][CH2:6]1, predict the reactants needed to synthesize it. The reactants are: [N:1]1([S:7]([C:10]2[CH:18]=[CH:17][C:13]([C:14]([OH:16])=O)=[CH:12][CH:11]=2)(=[O:9])=[O:8])[CH2:6][CH2:5][O:4][CH2:3][CH2:2]1.[NH:19]1[CH2:23][CH2:22][CH2:21][C@H:20]1[CH2:24][N:25]1[CH2:29][CH2:28][CH2:27][CH2:26]1.